This data is from Catalyst prediction with 721,799 reactions and 888 catalyst types from USPTO. The task is: Predict which catalyst facilitates the given reaction. (1) Reactant: Cl[C:2]1[C:11]([CH3:12])=[C:10]([Cl:13])[C:9]2[C:4](=[CH:5][C:6]([F:15])=[CH:7][C:8]=2[F:14])[N:3]=1.[N:16]1[CH:21]=[CH:20][C:19](B(O)O)=[CH:18][CH:17]=1.C(=O)([O-])[O-].[K+].[K+]. Product: [Cl:13][C:10]1[C:9]2[C:4](=[CH:5][C:6]([F:15])=[CH:7][C:8]=2[F:14])[N:3]=[C:2]([C:19]2[CH:20]=[CH:21][N:16]=[CH:17][CH:18]=2)[C:11]=1[CH3:12]. The catalyst class is: 11. (2) Reactant: S(Cl)([Cl:4])(=O)=O.[Cl:6][C:7]1[CH:12]=[CH:11][C:10]([C:13]2([NH:16][C:17]3[N:22]=[C:21]([O:23][CH2:24][C:25]([F:28])([F:27])[F:26])[N:20]=[C:19]([NH:29][C:30]4[CH:38]=[CH:37][C:33]([C:34](O)=[O:35])=[CH:32][CH:31]=4)[N:18]=3)[CH2:15][CH2:14]2)=[CH:9][CH:8]=1. Product: [Cl:6][C:7]1[CH:8]=[CH:9][C:10]([C:13]2([NH:16][C:17]3[N:22]=[C:21]([O:23][CH2:24][C:25]([F:27])([F:28])[F:26])[N:20]=[C:19]([NH:29][C:30]4[CH:38]=[CH:37][C:33]([C:34]([Cl:4])=[O:35])=[CH:32][CH:31]=4)[N:18]=3)[CH2:15][CH2:14]2)=[CH:11][CH:12]=1. The catalyst class is: 2. (3) Reactant: ClC(OCC(C)C)=O.[N:9]1[CH:14]=[CH:13][CH:12]=[C:11](/[CH:15]=[CH:16]/[C:17](O)=[O:18])[CH:10]=1.CN1CCOCC1.[BH4-].[Na+]. Product: [N:9]1[CH:14]=[CH:13][CH:12]=[C:11](/[CH:15]=[CH:16]/[CH2:17][OH:18])[CH:10]=1. The catalyst class is: 149. (4) Reactant: [OH:1][C:2]1[C:3]([CH3:40])=[C:4]([CH:37]=[CH:38][CH:39]=1)[O:5][C:6]1[C:15]2[C:14](=[O:16])[N:13]([CH2:17][C:18]3[CH:23]=[CH:22][C:21]([O:24][CH3:25])=[CH:20][CH:19]=3)C(=O)[N:11]([C:27]3[CH:32]=[CH:31][C:30]([I:33])=[CH:29][C:28]=3[F:34])[C:10]=2[N:9]([CH3:35])[C:8](=[O:36])[CH:7]=1.[OH-].[Li+].C(OCC)(=O)C. Product: [OH:1][C:2]1[C:3]([CH3:40])=[C:4]([CH:37]=[CH:38][CH:39]=1)[O:5][C:6]1[C:15]([C:14]([NH:13][CH2:17][C:18]2[CH:19]=[CH:20][C:21]([O:24][CH3:25])=[CH:22][CH:23]=2)=[O:16])=[C:10]([NH:11][C:27]2[CH:32]=[CH:31][C:30]([I:33])=[CH:29][C:28]=2[F:34])[N:9]([CH3:35])[C:8](=[O:36])[CH:7]=1. The catalyst class is: 30. (5) Reactant: [C:1]([C:3]1[C:19]2=[CH:20][C:6]([C@@H:7]([NH:26]C(=O)OC(C)(C)C)[CH2:8][CH2:9][CH2:10][C@@H:11]([CH3:25])[C:12](=[O:24])[NH:13][C:14]3[CH:15]=[N:16][N:17]([CH:21]([F:23])[F:22])[C:18]=32)=[CH:5][CH:4]=1)#[N:2].Cl. Product: [NH2:26][C@@H:7]1[C:6]2[CH:20]=[C:19]([C:3]([C:1]#[N:2])=[CH:4][CH:5]=2)[C:18]2[N:17]([CH:21]([F:23])[F:22])[N:16]=[CH:15][C:14]=2[NH:13][C:12](=[O:24])[C@H:11]([CH3:25])[CH2:10][CH2:9][CH2:8]1. The catalyst class is: 12.